From a dataset of Catalyst prediction with 721,799 reactions and 888 catalyst types from USPTO. Predict which catalyst facilitates the given reaction. Reactant: [NH2:1][CH2:2][CH2:3][S:4]([NH:7][C:8]1[CH:13]=[C:12]([C:14]([N:16]2[CH2:21][CH2:20][CH:19]([C:22]3[CH:27]=[CH:26][C:25]([C:28]#[N:29])=[CH:24][CH:23]=3)[CH2:18][CH2:17]2)=[O:15])[CH:11]=[CH:10][C:9]=1[CH3:30])(=[O:6])=[O:5].[CH3:31][S:32](Cl)(=[O:34])=[O:33]. Product: [C:28]([C:25]1[CH:26]=[CH:27][C:22]([CH:19]2[CH2:20][CH2:21][N:16]([C:14]([C:12]3[CH:11]=[CH:10][C:9]([CH3:30])=[C:8]([NH:7][S:4]([CH2:3][CH2:2][NH:1][S:32]([CH3:31])(=[O:34])=[O:33])(=[O:5])=[O:6])[CH:13]=3)=[O:15])[CH2:17][CH2:18]2)=[CH:23][CH:24]=1)#[N:29]. The catalyst class is: 298.